Task: Predict the product of the given reaction.. Dataset: Forward reaction prediction with 1.9M reactions from USPTO patents (1976-2016) (1) Given the reactants [Cl:1][C:2]1[CH:3]=[C:4]([NH:16][C:17]2[C:26]3[C:21](=[CH:22][CH:23]=[CH:24][C:25]=3[O:27][C@@H:28]([CH3:32])[C:29]([NH2:31])=[O:30])[N:20]=[CH:19][N:18]=2)[CH:5]=[CH:6][C:7]=1[O:8][CH2:9][C:10]1[CH:15]=[CH:14][CH:13]=[CH:12][N:11]=1.[OH:33][C@@H:34]1[CH2:38][CH2:37]N[CH2:35]1, predict the reaction product. The product is: [Cl:1][C:2]1[CH:3]=[C:4]([NH:16][C:17]2[C:26]3[C:21](=[CH:22][CH:23]=[CH:24][C:25]=3[O:27][C@@H:28]([CH3:32])[C:29]([N:31]3[CH2:37][CH2:38][C@H:34]([OH:33])[CH2:35]3)=[O:30])[N:20]=[CH:19][N:18]=2)[CH:5]=[CH:6][C:7]=1[O:8][CH2:9][C:10]1[CH:15]=[CH:14][CH:13]=[CH:12][N:11]=1. (2) Given the reactants [OH:1][C@H:2]1[CH2:6][CH2:5][N:4]([C:7]([O:9][C:10]([CH3:13])([CH3:12])[CH3:11])=[O:8])[CH2:3]1.[H-].[Na+].[Br:16][C:17]1[C:26]2[C:21](=[CH:22][CH:23]=[CH:24]C=2)[CH:20]=[C:19](Br)[N:18]=1.C[N:29]1CCCC1=O, predict the reaction product. The product is: [Br:16][C:17]1[CH:26]=[C:21]2[C:20](=[C:19]([O:1][C@H:2]3[CH2:6][CH2:5][N:4]([C:7]([O:9][C:10]([CH3:13])([CH3:12])[CH3:11])=[O:8])[CH2:3]3)[N:18]=1)[N:29]=[CH:24][CH:23]=[CH:22]2. (3) Given the reactants [C:1]([C:5]1[CH:9]=[C:8]([C:10]([O:12]CC)=[O:11])[N:7]([CH2:15][CH2:16][N:17]([CH3:19])[CH3:18])[N:6]=1)([CH3:4])([CH3:3])[CH3:2].[Li+].[OH-], predict the reaction product. The product is: [C:1]([C:5]1[CH:9]=[C:8]([C:10]([OH:12])=[O:11])[N:7]([CH2:15][CH2:16][N:17]([CH3:19])[CH3:18])[N:6]=1)([CH3:4])([CH3:2])[CH3:3]. (4) The product is: [Br:1][C:2]1[CH:3]=[C:4]([CH:5]=[CH:6][CH:7]=1)[CH2:8][NH:9][C:14](=[O:15])[CH2:13][CH2:12][O:11][CH3:10]. Given the reactants [Br:1][C:2]1[CH:3]=[C:4]([CH2:8][NH2:9])[CH:5]=[CH:6][CH:7]=1.[CH3:10][O:11][CH2:12][CH2:13][C:14](O)=[O:15].CN(C(ON1N=NC2C=CC=NC1=2)=[N+](C)C)C.F[P-](F)(F)(F)(F)F.CCN(C(C)C)C(C)C, predict the reaction product. (5) Given the reactants Br[C:2]1[CH:3]=[C:4]2[C:9](=[CH:10][CH:11]=1)[N:8]=[CH:7][CH:6]=[C:5]2Cl.B1(B2OC(C)(C)C(C)(C)O2)OC(C)(C)C(C)(C)O1.C([O-])(=O)C.[K+].[NH2:36][C:37]1[C:42]([S:43]([NH2:46])(=[O:45])=[O:44])=[CH:41][C:40](Br)=[CH:39][N:38]=1.C(=O)([O-])[O-].[K+].[K+].CC1(C)C(C)(C)OB([C:62]2[CH:63]=[C:64]([S:68]([NH2:71])(=[O:70])=[O:69])[CH:65]=[CH:66][CH:67]=2)O1, predict the reaction product. The product is: [NH2:36][C:37]1[C:42]([S:43]([NH2:46])(=[O:45])=[O:44])=[CH:41][C:40]([C:2]2[CH:3]=[C:4]3[C:9](=[CH:10][CH:11]=2)[N:8]=[CH:7][CH:6]=[C:5]3[C:62]2[CH:67]=[CH:66][CH:65]=[C:64]([S:68]([NH2:71])(=[O:70])=[O:69])[CH:63]=2)=[CH:39][N:38]=1. (6) Given the reactants [C:1]([C:4]1[CH:12]=[CH:11][C:7]([C:8]([OH:10])=O)=[CH:6][C:5]=1[Br:13])(=[O:3])[CH3:2].[NH2:14][C:15]1[CH:20]=[CH:19][N:18]=[CH:17][CH:16]=1.CCN(C(C)C)C(C)C.CN(C(ON1N=NC2C=CC=CC1=2)=[N+](C)C)C.[B-](F)(F)(F)F, predict the reaction product. The product is: [C:1]([C:4]1[CH:12]=[CH:11][C:7]([C:8]([NH:14][C:15]2[CH:20]=[CH:19][N:18]=[CH:17][CH:16]=2)=[O:10])=[CH:6][C:5]=1[Br:13])(=[O:3])[CH3:2].